Dataset: Forward reaction prediction with 1.9M reactions from USPTO patents (1976-2016). Task: Predict the product of the given reaction. (1) Given the reactants [Cl:1][C:2]1[CH:7]=[CH:6][C:5]([C:8]2[C:12]([C:13]([OH:15])=[O:14])=[C:11](C(O)=O)[S:10][N:9]=2)=[CH:4][CH:3]=1, predict the reaction product. The product is: [Cl:1][C:2]1[CH:3]=[CH:4][C:5]([C:8]2[C:12]([C:13]([OH:15])=[O:14])=[CH:11][S:10][N:9]=2)=[CH:6][CH:7]=1. (2) Given the reactants [CH2:1]([S:3]([C:6]1[CH:7]=[C:8]([C:12]2[C:17]3[C:18]4[CH:24]=[C:23]([CH3:25])[CH:22]=[N:21][C:19]=4[NH:20][C:16]=3[C:15]([C:26]#[N:27])=[N:14][CH:13]=2)[CH:9]=[CH:10][CH:11]=1)(=[O:5])=[O:4])[CH3:2].[OH-:28].[K+].OO, predict the reaction product. The product is: [CH2:1]([S:3]([C:6]1[CH:7]=[C:8]([C:12]2[C:17]3[C:18]4[CH:24]=[C:23]([CH3:25])[CH:22]=[N:21][C:19]=4[NH:20][C:16]=3[C:15]([C:26]([NH2:27])=[O:28])=[N:14][CH:13]=2)[CH:9]=[CH:10][CH:11]=1)(=[O:4])=[O:5])[CH3:2]. (3) The product is: [NH2:30][C:22]1[CH:23]=[C:24]([CH:28]=[CH:29][C:21]=1[NH:20][C:17]1[CH:18]=[CH:19][C:14]([O:13][CH2:6][C:7]2[CH:8]=[CH:9][CH:10]=[CH:11][CH:12]=2)=[CH:15][CH:16]=1)[C:25]([OH:27])=[O:26]. Given the reactants O.O.Cl[Sn]Cl.[CH2:6]([O:13][C:14]1[CH:19]=[CH:18][C:17]([NH:20][C:21]2[CH:29]=[CH:28][C:24]([C:25]([OH:27])=[O:26])=[CH:23][C:22]=2[N+:30]([O-])=O)=[CH:16][CH:15]=1)[C:7]1[CH:12]=[CH:11][CH:10]=[CH:9][CH:8]=1.[OH-].[Na+], predict the reaction product. (4) The product is: [N:14]1[CH:15]=[CH:16][C:11]([C:6]2[CH:7]=[CH:8][CH:9]=[CH:10][C:5]=2[CH2:4][NH2:1])=[CH:12][CH:13]=1. Given the reactants [N:1]([CH2:4][C:5]1[CH:10]=[CH:9][CH:8]=[CH:7][C:6]=1[C:11]1[CH:16]=[CH:15][N:14]=[CH:13][CH:12]=1)=[N+]=[N-], predict the reaction product. (5) Given the reactants [C:1]([C:4]1[NH:5][C:6]2[C:11]([CH:12]=1)=[CH:10][C:9]([O:13][CH2:14][C:15]1[CH:20]=[CH:19][CH:18]=[C:17]([NH:21][C:22](=[O:34])[C@H:23]([CH2:25][CH2:26][C:27](=[O:33])[O:28]C(C)(C)C)[NH2:24])[CH:16]=1)=[CH:8][CH:7]=2)(=[O:3])[NH2:2].Cl, predict the reaction product. The product is: [C:1]([C:4]1[NH:5][C:6]2[C:11]([CH:12]=1)=[CH:10][C:9]([O:13][CH2:14][C:15]1[CH:20]=[CH:19][CH:18]=[C:17]([NH:21][C:22](=[O:34])[C@H:23]([CH2:25][CH2:26][C:27](=[O:28])[OH:33])[NH2:24])[CH:16]=1)=[CH:8][CH:7]=2)(=[O:3])[NH2:2]. (6) Given the reactants [F:1]/[C:2](=[C:8](/[C:10]1[CH:11]=[C:12]2[C:17](=[CH:18][C:19]=1[O:20][CH2:21][CH2:22][CH3:23])[O:16][C:15]([CH3:25])([CH3:24])[CH:14]=[C:13]2[CH:26]([CH3:28])[CH3:27])\[CH3:9])/[C:3](OCC)=[O:4].[H-].C([Al+]CC(C)C)C(C)C, predict the reaction product. The product is: [F:1]/[C:2](=[C:8](/[C:10]1[CH:11]=[C:12]2[C:17](=[CH:18][C:19]=1[O:20][CH2:21][CH2:22][CH3:23])[O:16][C:15]([CH3:25])([CH3:24])[CH:14]=[C:13]2[CH:26]([CH3:27])[CH3:28])\[CH3:9])/[CH2:3][OH:4]. (7) Given the reactants Cl[C:2]1[N:3]=[C:4]([N:15]2[CH2:20][CH2:19][O:18][CH2:17][CH2:16]2)[C:5]2[S:10][C:9]([C:11]([NH2:14])([CH3:13])[CH3:12])=[CH:8][C:6]=2[N:7]=1.CC1(C)C(C)(C)OB([C:29]2[CH:30]=[N:31][C:32]([NH2:35])=[N:33][CH:34]=2)O1, predict the reaction product. The product is: [NH2:14][C:11]([C:9]1[S:10][C:5]2[C:4]([N:15]3[CH2:20][CH2:19][O:18][CH2:17][CH2:16]3)=[N:3][C:2]([C:29]3[CH:30]=[N:31][C:32]([NH2:35])=[N:33][CH:34]=3)=[N:7][C:6]=2[CH:8]=1)([CH3:13])[CH3:12].